From a dataset of Forward reaction prediction with 1.9M reactions from USPTO patents (1976-2016). Predict the product of the given reaction. (1) The product is: [C:11]([N:8]1[C:9]2[C:5](=[CH:4][CH:3]=[C:2]([NH:1][C:17](=[O:18])[C:16]3[CH:26]=[CH:25][CH:24]=[CH:23][C:22]=3[NH2:21])[CH:10]=2)[C:6]([CH3:15])([CH3:14])[CH2:7]1)(=[O:13])[CH3:12]. Given the reactants [NH2:1][C:2]1[CH:10]=[C:9]2[C:5]([C:6]([CH3:15])([CH3:14])[CH2:7][N:8]2[C:11](=[O:13])[CH3:12])=[CH:4][CH:3]=1.[C:16]12[C:22](=[CH:23][CH:24]=[CH:25][CH:26]=1)[NH:21]C(=O)O[C:17]2=[O:18].C([O-])(O)=O.[Na+], predict the reaction product. (2) Given the reactants [NH2:1][N:2]1[N:11]=[C:10]([C:12]([CH3:15])([CH3:14])[CH3:13])[C:9]2[C:4](=[CH:5][CH:6]=[CH:7][CH:8]=2)[C:3]1=[O:16].[CH:17]1([CH2:22][C:23](O)=[O:24])[CH2:21][CH2:20][CH2:19][CH2:18]1, predict the reaction product. The product is: [C:12]([C:10]1[C:9]2[C:4](=[CH:5][CH:6]=[CH:7][CH:8]=2)[C:3](=[O:16])[N:2]([NH:1][C:23](=[O:24])[CH2:22][CH:17]2[CH2:21][CH2:20][CH2:19][CH2:18]2)[N:11]=1)([CH3:13])([CH3:15])[CH3:14]. (3) Given the reactants [CH3:1][Mg+].[Br-].[Cl:4][C:5]1[CH:6]=[N:7][CH:8]=[CH:9][C:10]=1[C:11](N(C)OC)=[O:12], predict the reaction product. The product is: [Cl:4][C:5]1[CH:6]=[N:7][CH:8]=[CH:9][C:10]=1[C:11](=[O:12])[CH3:1]. (4) Given the reactants Br[CH2:2][CH2:3][CH2:4][CH2:5][N:6]1[C:11](=[O:12])[CH:10]=[CH:9][C:8]([C:13]2[C:21]3[N:20]=[C:19]([C:22]([F:25])([F:24])[F:23])[N:18](COC)[C:17]=3[C:16]([O:29][CH3:30])=[CH:15][CH:14]=2)=[N:7]1.[F:31][C:32]1[C:37]([F:38])=[C:36]([OH:39])[CH:35]=[CH:34][C:33]=1[C:40]1[CH2:41][CH2:42][C:43](=[O:46])[NH:44][N:45]=1, predict the reaction product. The product is: [F:38][C:37]1[C:32]([F:31])=[C:33]([C:40]2[CH2:41][CH2:42][C:43](=[O:46])[NH:44][N:45]=2)[CH:34]=[CH:35][C:36]=1[O:39][CH2:2][CH2:3][CH2:4][CH2:5][N:6]1[C:11](=[O:12])[CH:10]=[CH:9][C:8]([C:13]2[C:21]3[NH:20][C:19]([C:22]([F:24])([F:23])[F:25])=[N:18][C:17]=3[C:16]([O:29][CH3:30])=[CH:15][CH:14]=2)=[N:7]1. (5) The product is: [Cl:22][C:23]1[CH:40]=[CH:39][C:26]([CH2:27][O:28][C:29]2[CH:38]=[CH:37][C:32](/[C:33](=[N:34]/[O:19][C:18]([C:17]3[C:13]([CH3:12])=[N:14][O:15][C:16]=3[CH3:21])=[O:20])/[NH2:35])=[CH:31][CH:30]=2)=[CH:25][CH:24]=1. Given the reactants C(N=C=NCCCN(C)C)C.[CH3:12][C:13]1[C:17]([C:18]([OH:20])=[O:19])=[C:16]([CH3:21])[O:15][N:14]=1.[Cl:22][C:23]1[CH:40]=[CH:39][C:26]([CH2:27][O:28][C:29]2[CH:38]=[CH:37][C:32](/[C:33](=[N:35]/O)/[NH2:34])=[CH:31][CH:30]=2)=[CH:25][CH:24]=1, predict the reaction product. (6) Given the reactants [Cl:1][C:2]1[CH:7]=[CH:6][C:5]([CH:8]([O:12][C:13]2[CH:18]=[CH:17][CH:16]=[C:15]([C:19]([F:22])([F:21])[F:20])[CH:14]=2)[C:9]([OH:11])=[O:10])=[CH:4][CH:3]=1.S(Cl)(Cl)=O.[C:27]([NH:30][CH2:31][CH2:32]O)(=[O:29])[CH3:28], predict the reaction product. The product is: [C:27]([NH:30][CH2:31][CH2:32][O:10][C:9](=[O:11])[C@@H:8]([C:5]1[CH:4]=[CH:3][C:2]([Cl:1])=[CH:7][CH:6]=1)[O:12][C:13]1[CH:18]=[CH:17][CH:16]=[C:15]([C:19]([F:20])([F:21])[F:22])[CH:14]=1)(=[O:29])[CH3:28].